Dataset: Forward reaction prediction with 1.9M reactions from USPTO patents (1976-2016). Task: Predict the product of the given reaction. (1) Given the reactants C[Si]([CH:5]=[N+:6]=[N-:7])(C)C.C([Li])CCC.[O:13]=[C:14]1[N:18]([C:19]([O:21][C:22]([CH3:25])([CH3:24])[CH3:23])=[O:20])[C@H:17]([C:26]([O:28][CH2:29][CH3:30])=[O:27])[CH2:16][CH2:15]1, predict the reaction product. The product is: [C:22]([O:21][C:19]([NH:18][C@@H:17]([CH2:16][CH2:15][C:14](=[O:13])[CH:5]=[N+:6]=[N-:7])[C:26]([O:28][CH2:29][CH3:30])=[O:27])=[O:20])([CH3:23])([CH3:25])[CH3:24]. (2) The product is: [CH3:5][O:6][C:7]([C:9]1[C:10]([CH3:30])=[C:11]([CH:14]([CH:17]2[CH2:22][CH2:21][N:20]([C:23]([O:25][C:26]([CH3:29])([CH3:28])[CH3:27])=[O:24])[CH2:19][CH2:18]2)[CH2:15][CH3:16])[S:12][CH:13]=1)=[O:8]. Given the reactants C(O)(C)C.[CH3:5][O:6][C:7]([C:9]1[C:10]([CH3:30])=[C:11](/[C:14](/[CH:17]2[CH2:22][CH2:21][N:20]([C:23]([O:25][C:26]([CH3:29])([CH3:28])[CH3:27])=[O:24])[CH2:19][CH2:18]2)=[CH:15]/[CH3:16])[S:12][CH:13]=1)=[O:8], predict the reaction product. (3) Given the reactants [F:1][C:2]1[CH:3]=[C:4](B(O)O)[CH:5]=[C:6]([F:10])[C:7]=1[CH:8]=[O:9].Cl[C:15]1[N:20]=[C:19]([NH2:21])[N:18]=[C:17]([N:22]([CH3:24])[CH3:23])[CH:16]=1, predict the reaction product. The product is: [NH2:21][C:19]1[N:20]=[C:15]([C:4]2[CH:3]=[C:2]([F:1])[C:7]([CH:8]=[O:9])=[C:6]([F:10])[CH:5]=2)[CH:16]=[C:17]([N:22]([CH3:24])[CH3:23])[N:18]=1. (4) Given the reactants I[C:2]1[CH:7]=[CH:6][C:5]([N:8]2[C@@H:12]([C:13]3[CH:18]=[CH:17][CH:16]=[CH:15][CH:14]=3)[C:11]([CH3:20])([CH3:19])[O:10][C:9]2=[O:21])=[CH:4][CH:3]=1.[Br:22][C:23]1[CH:28]=[C:27](B(O)O)[C:26]([F:32])=[CH:25][N:24]=1.C(=O)([O-])[O-].[Na+].[Na+].O1CCOCC1, predict the reaction product. The product is: [Br:22][C:23]1[CH:28]=[C:27]([C:2]2[CH:7]=[CH:6][C:5]([N:8]3[C@@H:12]([C:13]4[CH:18]=[CH:17][CH:16]=[CH:15][CH:14]=4)[C:11]([CH3:20])([CH3:19])[O:10][C:9]3=[O:21])=[CH:4][CH:3]=2)[C:26]([F:32])=[CH:25][N:24]=1. (5) Given the reactants [Br:1][C:2]1[CH:3]=[CH:4][C:5]([CH2:10][OH:11])=[N:6][C:7]=1[O:8][CH3:9], predict the reaction product. The product is: [Br:1][C:2]1[CH:3]=[CH:4][C:5]([CH:10]=[O:11])=[N:6][C:7]=1[O:8][CH3:9]. (6) Given the reactants [C:1]1([CH:7]2[O:11][C:10](=[O:12])[NH:9][CH2:8]2)[CH:6]=[CH:5][CH:4]=[CH:3][CH:2]=1.I[C:14]1[CH:15]=[N:16][N:17]2[CH2:22][C@H:21]([CH3:23])[NH:20][CH2:19][C:18]=12.CN[C@@H]1CCCC[C@H]1NC, predict the reaction product. The product is: [CH3:23][C@H:21]1[CH2:22][N:17]2[N:16]=[CH:15][C:14]([N:9]3[CH2:8][CH:7]([C:1]4[CH:2]=[CH:3][CH:4]=[CH:5][CH:6]=4)[O:11][C:10]3=[O:12])=[C:18]2[CH2:19][NH:20]1. (7) Given the reactants Cl.Cl.[NH:3]1[C:11]2[C:6](=[CH:7][C:8]([C:12]3[C:20]4[C:15](=[N:16][CH:17]=[N:18][C:19]=4[NH2:21])[N:14]([CH3:22])[N:13]=3)=[CH:9][CH:10]=2)[CH2:5][CH2:4]1.[F:23][C:24]1[C:29]([CH3:30])=[CH:28][CH:27]=[CH:26][C:25]=1[CH2:31][C:32](O)=[O:33].CN(C(ON1N=NC2C=CC=NC1=2)=[N+](C)C)C.F[P-](F)(F)(F)(F)F.CCN(C(C)C)C(C)C, predict the reaction product. The product is: [F:23][C:24]1[C:29]([CH3:30])=[CH:28][CH:27]=[CH:26][C:25]=1[CH2:31][C:32]([N:3]1[C:11]2[C:6](=[CH:7][C:8]([C:12]3[C:20]4[C:15](=[N:16][CH:17]=[N:18][C:19]=4[NH2:21])[N:14]([CH3:22])[N:13]=3)=[CH:9][CH:10]=2)[CH2:5][CH2:4]1)=[O:33]. (8) Given the reactants [O:1]1[CH2:7][CH:6]([C:8]2[C:16]3[S:15][C:14]([NH2:17])=[N:13][C:12]=3[C:11]([O:18][CH3:19])=[CH:10][CH:9]=2)[CH2:5][O:4][CH2:3][CH2:2]1.Cl[C:21]([O:23][C:24]1[CH:29]=CC=CC=1)=O.C([O:37][C:38](=O)[NH:39][C:40]1SC2C(C3C=CC=CC=3)=CC=C(OC)C=2N=1)C1C=CC=CC=1.N1CCOCC1, predict the reaction product. The product is: [O:4]1[CH2:5][CH:6]([C:8]2[C:16]3[S:15][C:14]([NH:17][C:38]([N:39]4[CH2:40][CH2:21][O:23][CH2:24][CH2:29]4)=[O:37])=[N:13][C:12]=3[C:11]([O:18][CH3:19])=[CH:10][CH:9]=2)[CH2:7][O:1][CH2:2][CH2:3]1. (9) Given the reactants [CH3:1][O:2][C:3]1[CH:11]=[C:10]2[C:6]([CH:7]=[N:8][NH:9]2)=[CH:5][C:4]=1[NH:12][C:13]1[C:14]2[C:21]3[CH2:22][CH2:23][CH:24]([C:26](O)=[O:27])[CH2:25][C:20]=3[S:19][C:15]=2[N:16]=[CH:17][N:18]=1.[CH:29]1([CH2:32][NH:33][CH3:34])[CH2:31][CH2:30]1, predict the reaction product. The product is: [CH:29]1([CH2:32][N:33]([CH3:34])[C:26]([CH:24]2[CH2:23][CH2:22][C:21]3[C:14]4[C:13]([NH:12][C:4]5[CH:5]=[C:6]6[C:10](=[CH:11][C:3]=5[O:2][CH3:1])[NH:9][N:8]=[CH:7]6)=[N:18][CH:17]=[N:16][C:15]=4[S:19][C:20]=3[CH2:25]2)=[O:27])[CH2:31][CH2:30]1.